Dataset: Reaction yield outcomes from USPTO patents with 853,638 reactions. Task: Predict the reaction yield, written as a fraction of the theoretical maximum amount of product (1.0 means a 100% yield; for example, 0.34 means a 34% yield). (1) The reactants are [Cl:1][C:2]1[CH:3]=[C:4]([C:25]([O:27]CC)=O)[C:5]2[C:6](=O)[CH:7]([C:18]3[N:19]([CH3:23])[CH:20]=[CH:21][N:22]=3)[CH:8]([C:12]3[CH:17]=[CH:16][CH:15]=[CH:14][CH:13]=3)[NH:9][C:10]=2[CH:11]=1.O.[NH2:31][NH2:32]. The catalyst is CO. The product is [Cl:1][C:2]1[CH:11]=[C:10]2[NH:9][CH:8]([C:12]3[CH:13]=[CH:14][CH:15]=[CH:16][CH:17]=3)[CH:7]([C:18]3[N:19]([CH3:23])[CH:20]=[CH:21][N:22]=3)[C:6]3=[N:31][NH:32][C:25](=[O:27])[C:4]([CH:3]=1)=[C:5]23. The yield is 0.140. (2) The reactants are [F:1][C:2]1[CH:7]=[CH:6][C:5]([CH2:8][C:9]2[CH:18]=[C:17]3[C:12]([C:13]([OH:26])=[C:14]([C:21]([O:23]CC)=O)[C:15](=[O:20])[N:16]3[CH3:19])=[N:11][CH:10]=2)=[CH:4][CH:3]=1.[CH3:27][S:28][CH2:29][CH2:30][CH2:31][NH2:32]. No catalyst specified. The product is [F:1][C:2]1[CH:3]=[CH:4][C:5]([CH2:8][C:9]2[CH:18]=[C:17]3[C:12]([C:13]([OH:26])=[C:14]([C:21]([NH:32][CH2:31][CH2:30][CH2:29][S:28][CH3:27])=[O:23])[C:15](=[O:20])[N:16]3[CH3:19])=[N:11][CH:10]=2)=[CH:6][CH:7]=1. The yield is 0.430. (3) The reactants are [C:1]([O:5][C:6]([NH:8][C@@H:9]([CH2:14][CH2:15][CH2:16][C:17]([CH3:22])([N+:19]([O-])=O)[CH3:18])[C:10]([O:12][CH3:13])=[O:11])=[O:7])([CH3:4])([CH3:3])[CH3:2].[H][H]. The catalyst is CO.[C].[Pd]. The product is [CH3:13][O:12][C:10](=[O:11])[C@H:9]([CH2:14][CH2:15][CH2:16][C:17]([CH3:22])([CH3:18])[NH2:19])[NH:8][C:6]([O:5][C:1]([CH3:4])([CH3:2])[CH3:3])=[O:7]. The yield is 0.808. (4) The reactants are [C:1]1([CH2:7][CH2:8][C:9]#[C:10][C:11]2[S:12][CH:13]=[C:14]([CH2:16][C:17]([O:19][CH2:20][CH3:21])=[O:18])[N:15]=2)[CH:6]=[CH:5][CH:4]=[CH:3][CH:2]=1. The catalyst is CCO.[Pd]. The product is [C:1]1([CH2:7][CH2:8][CH2:9][CH2:10][C:11]2[S:12][CH:13]=[C:14]([CH2:16][C:17]([O:19][CH2:20][CH3:21])=[O:18])[N:15]=2)[CH:6]=[CH:5][CH:4]=[CH:3][CH:2]=1. The yield is 0.990. (5) The reactants are [CH:1]([C:3]1[CH:4]=[CH:5][C:6]([O:11][C:12]2[CH:17]=[CH:16][CH:15]=[C:14]([C:18]([F:21])([F:20])[F:19])[CH:13]=2)=[C:7]([CH:10]=1)[C:8]#[N:9])=[O:2].[BH4-].[Na+]. The catalyst is C(O)C. The product is [OH:2][CH2:1][C:3]1[CH:4]=[CH:5][C:6]([O:11][C:12]2[CH:17]=[CH:16][CH:15]=[C:14]([C:18]([F:19])([F:20])[F:21])[CH:13]=2)=[C:7]([CH:10]=1)[C:8]#[N:9]. The yield is 0.890. (6) The reactants are [C:1]1([C:7]2[S:8][CH:9]=[C:10]([C:12]3[CH:13]=[C:14]4[C:19](=[CH:20][CH:21]=3)[CH:18]=[C:17]([O:22][CH2:23][C:24]#[N:25])[CH:16]=[CH:15]4)[N:11]=2)[CH:6]=[CH:5][CH:4]=[CH:3][CH:2]=1.[N-:26]=[N+:27]=[N-:28].[Na+].[Cl-].[NH4+]. The catalyst is CN(C=O)C. The product is [C:1]1([C:7]2[S:8][CH:9]=[C:10]([C:12]3[CH:13]=[C:14]4[C:19](=[CH:20][CH:21]=3)[CH:18]=[C:17]([O:22][CH2:23][C:24]3[NH:28][N:27]=[N:26][N:25]=3)[CH:16]=[CH:15]4)[N:11]=2)[CH:2]=[CH:3][CH:4]=[CH:5][CH:6]=1. The yield is 0.370. (7) The yield is 0.880. The reactants are [NH:1]1[C:9]2[C:4](=[CH:5][CH:6]=[C:7]([S:10]([N:13]3[CH2:17][CH2:16][CH2:15][C@@H:14]3[CH2:18][CH2:19]O)(=[O:12])=[O:11])[CH:8]=2)[CH:3]=[CH:2]1.C(Br)(Br)(Br)[Br:22].C1(P(C2C=CC=CC=2)C2C=CC=CC=2)C=CC=CC=1. The catalyst is ClCCl. The product is [Br:22][CH2:19][CH2:18][C@H:14]1[CH2:15][CH2:16][CH2:17][N:13]1[S:10]([C:7]1[CH:8]=[C:9]2[C:4]([CH:3]=[CH:2][NH:1]2)=[CH:5][CH:6]=1)(=[O:12])=[O:11]. (8) The reactants are Cl[C:2]1[N:11]=[C:10]([NH:12][C:13]2[CH:17]=[C:16]([CH3:18])[NH:15][N:14]=2)[C:9]2[C:4](=[CH:5][CH:6]=[CH:7][CH:8]=2)[N:3]=1.[C:19]1([CH3:28])[CH:24]=[CH:23][CH:22]=[C:21](B(O)O)[CH:20]=1.C([O-])([O-])=O.[Na+].[Na+].C(P(C(C)(C)C)C(C)(C)C)(C)(C)C. The catalyst is CN(C=O)C.C1C=CC(P(C2C=CC=CC=2)[C-]2C=CC=C2)=CC=1.C1C=CC(P(C2C=CC=CC=2)[C-]2C=CC=C2)=CC=1.Cl[Pd]Cl.[Fe+2].O. The product is [CH3:28][C:19]1[CH:20]=[C:21]([C:2]2[N:11]=[C:10]([NH:12][C:13]3[NH:14][N:15]=[C:16]([CH3:18])[CH:17]=3)[C:9]3[C:4](=[CH:5][CH:6]=[CH:7][CH:8]=3)[N:3]=2)[CH:22]=[CH:23][CH:24]=1. The yield is 0.750. (9) The reactants are [C:1]([O:5][C:6]([N:8]1[CH:12]=[CH:11][CH:10]=[C:9]1[C:13]1[CH:14]=[C:15]2[C:19](=[CH:20][CH:21]=1)[NH:18][C:17](=[O:22])[C:16]2([CH3:24])[CH3:23])=[O:7])([CH3:4])([CH3:3])[CH3:2].ClS([N:29]=[C:30]=O)(=O)=O.CN(C=O)C.O. The catalyst is C1COCC1. The product is [C:1]([O:5][C:6]([N:8]1[CH:12]=[CH:11][CH2:10][C:9]1([C:13]1[CH:14]=[C:15]2[C:19](=[CH:20][CH:21]=1)[NH:18][C:17](=[O:22])[C:16]2([CH3:24])[CH3:23])[C:30]#[N:29])=[O:7])([CH3:4])([CH3:2])[CH3:3]. The yield is 0.500.